This data is from Full USPTO retrosynthesis dataset with 1.9M reactions from patents (1976-2016). The task is: Predict the reactants needed to synthesize the given product. (1) Given the product [Si:1]([O:8][CH:9]([CH:28]1[CH2:36][C:35]2[C:30](=[CH:31][CH:32]=[C:33]([C:37]3[CH:38]=[CH:39][CH:40]=[CH:41][CH:42]=3)[CH:34]=2)[CH2:29]1)[C:10]1[O:11][C:12]([C:44]2[CH:49]=[CH:48][CH:47]=[CH:46][N:45]=2)=[CH:13][N:14]=1)([C:4]([CH3:7])([CH3:6])[CH3:5])([CH3:2])[CH3:3], predict the reactants needed to synthesize it. The reactants are: [Si:1]([O:8][CH:9]([CH:28]1[CH2:36][C:35]2[C:30](=[CH:31][CH:32]=[C:33]([C:37]3[CH:42]=[CH:41][CH:40]=[CH:39][CH:38]=3)[CH:34]=2)[CH2:29]1)[C:10]1[O:11][C:12]([Sn](CCCC)(CCCC)CCCC)=[CH:13][N:14]=1)([C:4]([CH3:7])([CH3:6])[CH3:5])([CH3:3])[CH3:2].Br[C:44]1[CH:49]=[CH:48][CH:47]=[CH:46][N:45]=1. (2) Given the product [C:43]([C:42]1[CH:41]=[C:40]([CH:47]=[CH:46][CH:45]=1)[CH2:39][O:1][C:2]1[CH:3]=[CH:4][C:5]([CH:8]2[CH2:13][CH2:12][N:11]([C:14]([O:16][C:17]([CH3:20])([CH3:19])[CH3:18])=[O:15])[CH2:10][CH:9]2[O:21][CH2:22][C:23]2[CH:32]=[CH:31][C:30]3[C:25](=[CH:26][CH:27]=[CH:28][CH:29]=3)[C:24]=2[O:33][CH2:34][CH2:35][O:36][CH3:37])=[CH:6][CH:7]=1)#[N:44], predict the reactants needed to synthesize it. The reactants are: [OH:1][C:2]1[CH:7]=[CH:6][C:5]([CH:8]2[CH2:13][CH2:12][N:11]([C:14]([O:16][C:17]([CH3:20])([CH3:19])[CH3:18])=[O:15])[CH2:10][CH:9]2[O:21][CH2:22][C:23]2[CH:32]=[CH:31][C:30]3[C:25](=[CH:26][CH:27]=[CH:28][CH:29]=3)[C:24]=2[O:33][CH2:34][CH2:35][O:36][CH3:37])=[CH:4][CH:3]=1.Br[CH2:39][C:40]1[CH:41]=[C:42]([CH:45]=[CH:46][CH:47]=1)[C:43]#[N:44].